This data is from Full USPTO retrosynthesis dataset with 1.9M reactions from patents (1976-2016). The task is: Predict the reactants needed to synthesize the given product. (1) Given the product [C:40]1([S:46]([NH:49][C:16](=[O:18])[CH2:15][O:14][C:12]2[CH:11]=[C:10]3[C:9]([CH2:21][CH2:20][CH2:19]3)=[C:8]3[C:13]=2[C:5]([C:3](=[O:4])[C:2]([NH2:1])=[O:30])=[C:6]([CH3:29])[N:7]3[CH2:22][C:23]2[CH:28]=[CH:27][CH:26]=[CH:25][CH:24]=2)(=[O:48])=[O:47])[CH:45]=[CH:44][CH:43]=[CH:42][CH:41]=1, predict the reactants needed to synthesize it. The reactants are: [NH2:1][C:2](=[O:30])[C:3]([C:5]1[C:13]2[C:8](=[C:9]3[CH2:21][CH2:20][CH2:19][C:10]3=[CH:11][C:12]=2[O:14][CH2:15][C:16]([OH:18])=O)[N:7]([CH2:22][C:23]2[CH:28]=[CH:27][CH:26]=[CH:25][CH:24]=2)[C:6]=1[CH3:29])=[O:4].C(N(C(C)C)CC)(C)C.[C:40]1([S:46]([NH2:49])(=[O:48])=[O:47])[CH:45]=[CH:44][CH:43]=[CH:42][CH:41]=1.Cl.CN(C)CCCN=C=NCC.Cl. (2) Given the product [N:1]1[C:9]2[C:4](=[N:5][CH:6]=[CH:7][CH:8]=2)[N:3]([CH2:10][C:11]2[CH:22]=[CH:21][C:14]3[N:15]=[C:16]([NH:23][C@@H:24]4[CH2:29][CH2:28][CH2:27][CH2:26][C@H:25]4[OH:30])[O:17][C:13]=3[CH:12]=2)[CH:2]=1, predict the reactants needed to synthesize it. The reactants are: [N:1]1[C:9]2[C:4](=[N:5][CH:6]=[CH:7][CH:8]=2)[N:3]([CH2:10][C:11]2[CH:22]=[CH:21][C:14]3[N:15]=[C:16](S(C)=O)[O:17][C:13]=3[CH:12]=2)[CH:2]=1.[NH2:23][C@@H:24]1[CH2:29][CH2:28][CH2:27][CH2:26][C@H:25]1[OH:30].CCN(C(C)C)C(C)C. (3) Given the product [C:5]1([NH:11][C:12](=[O:24])[NH:13][C:14]2[CH:21]=[CH:20][C:17]([CH2:18][Cl:3])=[CH:16][C:15]=2[O:22][CH3:23])[CH:10]=[CH:9][CH:8]=[CH:7][CH:6]=1, predict the reactants needed to synthesize it. The reactants are: S(Cl)([Cl:3])=O.[C:5]1([NH:11][C:12](=[O:24])[NH:13][C:14]2[CH:21]=[CH:20][C:17]([CH2:18]O)=[CH:16][C:15]=2[O:22][CH3:23])[CH:10]=[CH:9][CH:8]=[CH:7][CH:6]=1.C1(N=C=O)C=CC=CC=1.CCCCCCC. (4) Given the product [NH:4]1[C:5]2[CH:11]=[CH:10][CH:9]=[CH:8][C:6]=2[N:7]=[C:3]1[C:2]([N:28]([CH2:29][CH2:30][CH3:31])[C@H:26]1[CH2:27][C@@H:22]([C:20]([N:14]2[CH2:19][CH2:18][O:17][CH2:16][CH2:15]2)=[O:21])[CH2:23][N:24]([C:32]([O:34][C:35]([CH3:37])([CH3:36])[CH3:38])=[O:33])[CH2:25]1)=[O:39], predict the reactants needed to synthesize it. The reactants are: Cl[C:2](Cl)(Cl)[C:3]1[NH:7][C:6]2[CH:8]=[CH:9][CH:10]=[CH:11][C:5]=2[N:4]=1.[N:14]1([C:20]([C@@H:22]2[CH2:27][C@H:26]([NH:28][CH2:29][CH2:30][CH3:31])[CH2:25][N:24]([C:32]([O:34][C:35]([CH3:38])([CH3:37])[CH3:36])=[O:33])[CH2:23]2)=[O:21])[CH2:19][CH2:18][O:17][CH2:16][CH2:15]1.[OH2:39]. (5) The reactants are: Br[CH2:2][CH2:3][O:4][C:5]1[CH:10]=[CH:9][C:8]([O:11][C:12]2[CH:17]=[CH:16][CH:15]=[CH:14][CH:13]=2)=[CH:7][CH:6]=1.C(=O)([O-])[O-].[K+].[K+].CN(C)C=O.[CH3:29][O:30][C:31](=[O:49])[C@H:32]([CH2:41][C:42]1[CH:47]=[CH:46][C:45]([OH:48])=[CH:44][CH:43]=1)[NH:33][C:34]([O:36][C:37]([CH3:40])([CH3:39])[CH3:38])=[O:35]. Given the product [CH3:29][O:30][C:31](=[O:49])[C@@H:32]([NH:33][C:34]([O:36][C:37]([CH3:39])([CH3:38])[CH3:40])=[O:35])[CH2:41][C:42]1[CH:47]=[CH:46][C:45]([O:48][CH2:2][CH2:3][O:4][C:5]2[CH:10]=[CH:9][C:8]([O:11][C:12]3[CH:17]=[CH:16][CH:15]=[CH:14][CH:13]=3)=[CH:7][CH:6]=2)=[CH:44][CH:43]=1, predict the reactants needed to synthesize it. (6) Given the product [Br:1][C:2]1[C:3]([I:25])=[C:4]2[N:10]=[C:9]([C:11]3[CH:12]=[CH:13][C:14]([CH2:17][N:19]4[CH2:20][CH2:21][O:22][CH2:23][CH2:24]4)=[CH:15][CH:16]=3)[NH:8][C:5]2=[N:6][CH:7]=1, predict the reactants needed to synthesize it. The reactants are: [Br:1][C:2]1[C:3]([I:25])=[C:4]2[N:10]=[C:9]([C:11]3[CH:16]=[CH:15][C:14]([C:17]([N:19]4[CH2:24][CH2:23][O:22][CH2:21][CH2:20]4)=O)=[CH:13][CH:12]=3)[NH:8][C:5]2=[N:6][CH:7]=1.B.CO. (7) Given the product [Cl:18][C:5]1[C:6]2[C:11](=[CH:10][C:9]([N+:12]([O-:14])=[O:13])=[CH:8][CH:7]=2)[C:2]([F:1])=[CH:3][N:4]=1, predict the reactants needed to synthesize it. The reactants are: [F:1][C:2]1[C:11]2[C:6](=[CH:7][CH:8]=[C:9]([N+:12]([O-:14])=[O:13])[CH:10]=2)[C:5](O)=[N:4][CH:3]=1.P(Cl)(Cl)([Cl:18])=O. (8) Given the product [OH:37][C@H:27]1[C@H:28]([OH:36])[C@@H:29]([CH2:34][OH:35])[O:30][C@@H:31]([O:32][CH3:33])[C@@H:26]1[NH:25][C:8](=[O:10])/[CH:7]=[CH:6]/[C:5]1[CH:4]=[CH:3][C:2]([CH3:1])=[CH:12][CH:11]=1, predict the reactants needed to synthesize it. The reactants are: [CH3:1][C:2]1[CH:12]=[CH:11][C:5]([CH:6]=[CH:7][C:8]([OH:10])=O)=[CH:4][CH:3]=1.CCN=C=NCCCN(C)C.Cl.[NH2:25][C@H:26]1[C@H:31]([O:32][CH3:33])[O:30][C@H:29]([CH2:34][OH:35])[C@@H:28]([OH:36])[C@@H:27]1[OH:37]. (9) Given the product [Cl:1][C:2]1[C:3]([N:8]2[CH2:17][CH2:16][C:15]3[C:14]([NH:18][C:19]4[CH:28]=[C:27]5[C:22]([C:23]([CH3:33])([CH3:32])[CH2:24][CH2:25][NH:26]5)=[CH:21][CH:20]=4)=[N:13][CH:12]=[N:11][C:10]=3[CH2:9]2)=[N:4][CH:5]=[CH:6][CH:7]=1, predict the reactants needed to synthesize it. The reactants are: [Cl:1][C:2]1[C:3]([N:8]2[CH2:17][CH2:16][C:15]3[C:14]([NH:18][C:19]4[CH:28]=[C:27]5[C:22]([C:23]([CH3:33])([CH3:32])[CH2:24][CH2:25][N:26]5C(=O)C)=[CH:21][CH:20]=4)=[N:13][CH:12]=[N:11][C:10]=3[CH2:9]2)=[N:4][CH:5]=[CH:6][CH:7]=1.Cl.C(=O)(O)[O-].[Na+].